Predict the product of the given reaction. From a dataset of Forward reaction prediction with 1.9M reactions from USPTO patents (1976-2016). (1) Given the reactants [C:1]1([NH:7][N:8]=[CH:9][C:10]2[CH:15]=[CH:14][C:13]([N:16]([C:23]3[CH:28]=[CH:27][CH:26]=[CH:25][CH:24]=3)[C:17]3[CH:22]=[CH:21][CH:20]=[CH:19][CH:18]=3)=[CH:12][CH:11]=2)[CH:6]=[CH:5][CH:4]=[CH:3][CH:2]=1.[CH:29]([O:31][CH2:32][CH2:33]Cl)=[CH2:30].[OH-].[K+].C(=O)([O-])[O-].[K+].[K+], predict the reaction product. The product is: [CH:29]([O:31][CH2:32][CH2:33][N:7]([C:1]1[CH:2]=[CH:3][CH:4]=[CH:5][CH:6]=1)[N:8]=[CH:9][C:10]1[CH:15]=[CH:14][C:13]([N:16]([C:23]2[CH:24]=[CH:25][CH:26]=[CH:27][CH:28]=2)[C:17]2[CH:18]=[CH:19][CH:20]=[CH:21][CH:22]=2)=[CH:12][CH:11]=1)=[CH2:30]. (2) Given the reactants [F:1][C:2]1([F:17])[CH2:7][CH2:6][N:5]([C:8]2[CH:13]=[CH:12][CH:11]=[CH:10][C:9]=2[N+:14]([O-])=O)[CH2:4][CH2:3]1, predict the reaction product. The product is: [F:17][C:2]1([F:1])[CH2:7][CH2:6][N:5]([C:8]2[CH:13]=[CH:12][CH:11]=[CH:10][C:9]=2[NH2:14])[CH2:4][CH2:3]1. (3) Given the reactants [NH:1]1[CH:5]=[CH:4][CH:3]=[N:2]1.[H-].[Na+].Br[CH2:9][CH2:10][CH2:11][NH:12][C:13](=[O:19])[O:14][C:15]([CH3:18])([CH3:17])[CH3:16].O, predict the reaction product. The product is: [N:1]1([CH2:9][CH2:10][CH2:11][NH:12][C:13](=[O:19])[O:14][C:15]([CH3:18])([CH3:17])[CH3:16])[CH:5]=[CH:4][CH:3]=[N:2]1. (4) Given the reactants [F:1][C:2]1[CH:3]=[C:4]([C@@H:9]2[CH2:14][S:13](=[O:15])[CH2:12][C:11](=[O:16])[N:10]2[CH2:17][C:18]([O:20]CC2C=CC=CC=2)=[O:19])[CH:5]=[C:6]([F:8])[CH:7]=1, predict the reaction product. The product is: [F:1][C:2]1[CH:3]=[C:4]([C@@H:9]2[CH2:14][S:13](=[O:15])[CH2:12][C:11](=[O:16])[N:10]2[CH2:17][C:18]([OH:20])=[O:19])[CH:5]=[C:6]([F:8])[CH:7]=1. (5) Given the reactants [Cl:1][CH2:2][CH2:3][CH2:4][CH2:5][N:6]1[C:11](=[O:12])[NH:10][C:9](=[O:13])[CH:8]=[N:7]1.[C:14]([C:18]1[N:23]=[C:22]([N:24]2[CH2:29][CH2:28][NH:27][CH2:26][CH2:25]2)[CH:21]=[C:20]([C:30]([F:33])([F:32])[F:31])[N:19]=1)([CH3:17])([CH3:16])[CH3:15].[Br-].[Na+].C(N(CC)C(C)C)(C)C, predict the reaction product. The product is: [ClH:1].[C:14]([C:18]1[N:23]=[C:22]([N:24]2[CH2:25][CH2:26][N:27]([CH2:2][CH2:3][CH2:4][CH2:5][N:6]3[C:11](=[O:12])[NH:10][C:9](=[O:13])[CH:8]=[N:7]3)[CH2:28][CH2:29]2)[CH:21]=[C:20]([C:30]([F:31])([F:32])[F:33])[N:19]=1)([CH3:17])([CH3:15])[CH3:16].